This data is from Forward reaction prediction with 1.9M reactions from USPTO patents (1976-2016). The task is: Predict the product of the given reaction. The product is: [C:67]([C:75]1[C:48]([O:53][CH3:13])=[CH:47][C:46]([CH2:54][N:5]2[C:1](=[O:11])[C:2]3[C:3](=[CH:7][CH:8]=[CH:9][CH:10]=3)[C:4]2=[O:6])=[C:51]([C:40]2[C:39](=[O:44])[NH:38][CH:43]=[CH:42][CH:41]=2)[CH:50]=1)([CH3:72])([CH3:68])[CH3:65]. Given the reactants [C:1]1(=[O:11])[NH:5][C:4](=[O:6])[C:3]2=[CH:7][CH:8]=[CH:9][CH:10]=[C:2]12.N1C(=O)CC[C:13]1=O.C1(NS(C)(=O)=O)C=CC=CC=1.S1(=O)(=O)CCCCN1.[NH:38]1[CH2:43][CH2:42][CH2:41][CH2:40][C:39]1=[O:44].C[C:46]1([CH3:54])[CH2:51][C:50](=O)N[C:48](=[O:53])[CH2:47]1.C1(NC(C)=O)C=CC=CC=1.[CH2:65]([C:67]1([CH2:75]C)[C:72](=O)C=CN[C:68]1=O)C, predict the reaction product.